Dataset: CYP3A4 inhibition data for predicting drug metabolism from PubChem BioAssay. Task: Regression/Classification. Given a drug SMILES string, predict its absorption, distribution, metabolism, or excretion properties. Task type varies by dataset: regression for continuous measurements (e.g., permeability, clearance, half-life) or binary classification for categorical outcomes (e.g., BBB penetration, CYP inhibition). Dataset: cyp3a4_veith. (1) The compound is O=C(O)C1CCN(S(=O)(=O)c2cccnc2)CC1. The result is 0 (non-inhibitor). (2) The molecule is CN(C)c1ccc(-c2cncnc2Nc2ccc(F)cc2)cc1. The result is 1 (inhibitor). (3) The compound is O=C(Oc1ccccc1)N1CCC2(CC1)CCN(c1ccncc1)CC2. The result is 0 (non-inhibitor). (4) The molecule is CC(C)(C)C(=O)OCc1cn(-c2ccc(Cl)cc2)nn1. The result is 0 (non-inhibitor). (5) The molecule is Nc1ccc(-c2ccc(Nc3cc(S(=O)(=O)O)c(N)c4c3C(=O)c3ccccc3C4=O)cc2)c(S(=O)(=O)O)c1. The result is 0 (non-inhibitor). (6) The molecule is CNC(=O)/C(C#N)=c1\s/c(=C/C(=O)OC)c(=O)n1-c1ccccc1. The result is 0 (non-inhibitor). (7) The molecule is COC(=O)[C@@H]1C[C@H]1[C@@H](NC(C)=O)c1ccccc1. The result is 0 (non-inhibitor).